Dataset: Full USPTO retrosynthesis dataset with 1.9M reactions from patents (1976-2016). Task: Predict the reactants needed to synthesize the given product. The reactants are: [N:1]([CH:4]1[CH2:9][CH2:8][N:7]([C:10]([O:12][CH2:13][C:14]2[CH:19]=[CH:18][CH:17]=[CH:16][CH:15]=2)=[O:11])[CH2:6][CH:5]1[OH:20])=[N+:2]=[N-:3].[CH3:21][S:22](Cl)(=[O:24])=[O:23]. Given the product [N:1]([CH:4]1[CH2:9][CH2:8][N:7]([C:10]([O:12][CH2:13][C:14]2[CH:15]=[CH:16][CH:17]=[CH:18][CH:19]=2)=[O:11])[CH2:6][CH:5]1[O:20][S:22]([CH3:21])(=[O:24])=[O:23])=[N+:2]=[N-:3], predict the reactants needed to synthesize it.